Predict the reaction yield, written as a fraction of the theoretical maximum amount of product (1.0 means a 100% yield; for example, 0.34 means a 34% yield). From a dataset of Reaction yield outcomes from USPTO patents with 853,638 reactions. The reactants are Cl[C:2]1[CH:29]=[CH:28][C:5]([CH2:6][N:7]2[CH:27]=[C:10]3[N:11]=[C:12]([N:17]4[CH:21]=[C:20]([C:22]([O:24][CH2:25][CH3:26])=[O:23])[CH:19]=[N:18]4)[N:13]=[C:14]([O:15][CH3:16])[C:9]3=[N:8]2)=[C:4]([F:30])[CH:3]=1.[C:31]1(B(O)O)[CH:36]=[CH:35][CH:34]=[CH:33][CH:32]=1.P([O-])([O-])([O-])=O.[K+].[K+].[K+].C(Cl)(Cl)Cl. The catalyst is C1(C)C=CC=CC=1.C([O-])(=O)C.[Pd+2].C([O-])(=O)C.O. The product is [F:30][C:4]1[CH:3]=[C:2]([C:31]2[CH:36]=[CH:35][CH:34]=[CH:33][CH:32]=2)[CH:29]=[CH:28][C:5]=1[CH2:6][N:7]1[CH:27]=[C:10]2[N:11]=[C:12]([N:17]3[CH:21]=[C:20]([C:22]([O:24][CH2:25][CH3:26])=[O:23])[CH:19]=[N:18]3)[N:13]=[C:14]([O:15][CH3:16])[C:9]2=[N:8]1. The yield is 0.610.